Dataset: Reaction yield outcomes from USPTO patents with 853,638 reactions. Task: Predict the reaction yield, written as a fraction of the theoretical maximum amount of product (1.0 means a 100% yield; for example, 0.34 means a 34% yield). The reactants are F[C:2]1[C:3]([N+:15]([O-:17])=[O:16])=[C:4]([C:9]2[N:14]=[CH:13][CH:12]=[CH:11][N:10]=2)[CH:5]=[C:6]([F:8])[CH:7]=1.C([NH2:22])(C)(C)C.O. The catalyst is O1CCOCC1. The product is [F:8][C:6]1[CH:5]=[C:4]([C:9]2[N:14]=[CH:13][CH:12]=[CH:11][N:10]=2)[C:3]([N+:15]([O-:17])=[O:16])=[C:2]([NH2:22])[CH:7]=1. The yield is 0.900.